From a dataset of Reaction yield outcomes from USPTO patents with 853,638 reactions. Predict the reaction yield, written as a fraction of the theoretical maximum amount of product (1.0 means a 100% yield; for example, 0.34 means a 34% yield). (1) The reactants are [O:1]=[S:2]1(=[O:9])[CH2:7][CH2:6][CH:5]([OH:8])[CH2:4][CH2:3]1.[S:10](Cl)([C:13]1[CH:19]=[CH:18][C:16]([CH3:17])=[CH:15][CH:14]=1)(=[O:12])=[O:11]. The catalyst is N1C=CC=CC=1. The product is [S:10]([O:8][CH:5]1[CH2:6][CH2:7][S:2](=[O:9])(=[O:1])[CH2:3][CH2:4]1)([C:13]1[CH:19]=[CH:18][C:16]([CH3:17])=[CH:15][CH:14]=1)(=[O:12])=[O:11]. The yield is 0.530. (2) The reactants are Br[C:2]1[C:10]2[C:6](=[CH:7][N:8]([CH3:11])[N:9]=2)[CH:5]=[CH:4][CH:3]=1.[CH3:12][C:13]1[CH:18]=[C:17]([CH3:19])[CH:16]=[C:15]([CH3:20])[C:14]=1B(O)O.C(=O)([O-])[O-].[Na+].[Na+]. The catalyst is COCCOC.O.CCOC(C)=O. The product is [CH3:11][N:8]1[CH:7]=[C:6]2[C:10]([C:2]([C:14]3[C:15]([CH3:20])=[CH:16][C:17]([CH3:19])=[CH:18][C:13]=3[CH3:12])=[CH:3][CH:4]=[CH:5]2)=[N:9]1. The yield is 0.530. (3) The reactants are O[C:2]1[C:10]([I:11])=[CH:9][C:8]([I:12])=[CH:7][C:3]=1[C:4]([OH:6])=[O:5].S([O:18][CH3:19])(OC)(=O)=O.[CH3:20]C(C)=O. No catalyst specified. The product is [I:11][C:10]1[C:2]([O:18][CH3:19])=[C:3]([CH:7]=[C:8]([I:12])[CH:9]=1)[C:4]([O:6][CH3:20])=[O:5]. The yield is 1.00. (4) The reactants are [CH3:1][N:2]1[C@@H:19]2[CH2:20][C:7]3[CH:8]=[CH:9][C:10]([O:22][CH3:23])=[C:11]4[O:12][C@H:13]5[C:14]([CH2:16][CH2:17][C@:18]2([OH:21])[C@:5]5([C:6]=34)[CH2:4][CH2:3]1)=[O:15].[ClH:24]. The product is [CH3:1][N:2]1[C@@H:19]2[CH2:20][C:7]3[CH:8]=[CH:9][C:10]([O:22][CH3:23])=[C:11]4[O:12][C@H:13]5[C:14]([CH2:16][CH2:17][C@:18]2([OH:21])[C@:5]5([C:6]=34)[CH2:4][CH2:3]1)=[O:15].[ClH:24]. The yield is 0.930. The catalyst is CC(O)C. (5) The reactants are [NH2:1][C:2]1[NH:6][N:5]=[C:4]([CH3:7])[C:3]=1[C:8]1[S:9][C:10]2[CH:16]=[C:15]([S:17](Cl)(=[O:19])=[O:18])[CH:14]=[CH:13][C:11]=2[N:12]=1.[N:21]1([CH2:27][CH2:28][NH2:29])[CH2:26][CH2:25][O:24][CH2:23][CH2:22]1.CN1CCOCC1. The catalyst is CO. The product is [N:21]1([CH2:27][CH2:28][NH:29][S:17]([C:15]2[CH:14]=[CH:13][C:11]3[N:12]=[C:8]([C:3]4[C:4]([CH3:7])=[N:5][NH:6][C:2]=4[NH2:1])[S:9][C:10]=3[CH:16]=2)(=[O:19])=[O:18])[CH2:26][CH2:25][O:24][CH2:23][CH2:22]1. The yield is 0.430. (6) The reactants are [F:1][C:2]1[CH:28]=[CH:27][C:5]([N:6]([CH2:17][C:18]2[CH:23]=[CH:22][CH:21]=[C:20]([N+:24]([O-])=O)[CH:19]=2)[CH2:7][C:8]2[CH:13]=[CH:12][CH:11]=[C:10]([N+:14]([O-])=O)[CH:9]=2)=[CH:4][CH:3]=1.[Cl-].[NH4+]. The catalyst is C1COCC1.C(O)C.O.[Fe]. The product is [NH2:14][C:10]1[CH:9]=[C:8]([CH:13]=[CH:12][CH:11]=1)[CH2:7][N:6]([CH2:17][C:18]1[CH:23]=[CH:22][CH:21]=[C:20]([NH2:24])[CH:19]=1)[C:5]1[CH:27]=[CH:28][C:2]([F:1])=[CH:3][CH:4]=1. The yield is 0.850. (7) The yield is 0.160. The reactants are Cl[C:2]1[C:11]2[C:6](=[CH:7][C:8]([NH:14][CH2:15][CH2:16][N:17]3[CH2:22][CH2:21][O:20][CH2:19][CH2:18]3)=[C:9]([O:12][CH3:13])[CH:10]=2)[N:5]=[CH:4][CH:3]=1.[OH:23][C:24]1[C:25]([CH3:37])=[N:26][C:27]2[C:32]([C:33]=1C(O)=O)=[CH:31][CH:30]=[CH:29][CH:28]=2. The product is [CH3:13][O:12][C:9]1[CH:10]=[C:11]2[C:6](=[CH:7][C:8]=1[NH:14][CH2:15][CH2:16][N:17]1[CH2:22][CH2:21][O:20][CH2:19][CH2:18]1)[N:5]=[CH:4][CH:3]=[C:2]2[O:23][C:24]1[C:25]([CH3:37])=[N:26][C:27]2[C:32]([CH:33]=1)=[CH:31][CH:30]=[CH:29][CH:28]=2. The catalyst is CN(C)C1C=CN=CC=1.ClC1C=CC=CC=1Cl.